The task is: Predict the reactants needed to synthesize the given product.. This data is from Full USPTO retrosynthesis dataset with 1.9M reactions from patents (1976-2016). (1) Given the product [Cl:29][C:23]1[C:19]([C:20]([OH:22])=[O:21])=[C:18]([C:17]([F:27])([F:16])[F:28])[N:26]=[CH:25][CH:24]=1, predict the reactants needed to synthesize it. The reactants are: CC1(C)CCCC(C)(C)N1.C([Li])CCC.[F:16][C:17]([F:28])([F:27])[C:18]1[N:26]=[CH:25][CH:24]=[CH:23][C:19]=1[C:20]([OH:22])=[O:21].[Cl:29]C(Cl)(Cl)C(Cl)(Cl)Cl. (2) Given the product [Cl:16][C:17]1[N:25]=[C:24]2[C:20]([N:21]([CH:26]([C:28]3[CH:33]=[CH:32][C:31]([Cl:34])=[CH:30][CH:29]=3)[CH3:27])[CH:22]=[N:23]2)=[C:19]([NH:15][C@@H:13]([CH:10]2[CH2:12][CH2:11]2)[CH3:14])[N:18]=1, predict the reactants needed to synthesize it. The reactants are: CCN(C(C)C)C(C)C.[CH:10]1([C@H:13]([NH2:15])[CH3:14])[CH2:12][CH2:11]1.[Cl:16][C:17]1[N:25]=[C:24]2[C:20]([N:21]([CH:26]([C:28]3[CH:33]=[CH:32][C:31]([Cl:34])=[CH:30][CH:29]=3)[CH3:27])[CH:22]=[N:23]2)=[C:19](Cl)[N:18]=1. (3) Given the product [Cl-:8].[NH2:1][C:2]1[N:7]=[C:6]([NH:16][C:17]2[CH:18]=[CH:19][C:20]([N:23]=[N:24][C:25]3[N:26]([CH3:31])[CH:27]=[CH:28][N+:29]=3[CH3:30])=[CH:21][CH:22]=2)[CH:5]=[C:4]([Cl:9])[N:3]=1, predict the reactants needed to synthesize it. The reactants are: [NH2:1][C:2]1[N:7]=[C:6]([Cl:8])[CH:5]=[C:4]([Cl:9])[N:3]=1.CN(C=O)C.[Cl-].[NH2:16][C:17]1[CH:22]=[CH:21][C:20]([N:23]=[N:24][C:25]2[N:29]([CH3:30])[CH:28]=[CH:27][N+:26]=2[CH3:31])=[CH:19][CH:18]=1.C(=O)([O-])[O-].[K+].[K+]. (4) Given the product [CH3:32][C:31]1[CH:33]=[CH:34][C:28]([S:25]([O:14][CH2:13][CH:12]([C:11]2[C:10]3[C:5](=[CH:6][CH:7]=[C:8]([O:16][CH3:17])[N:9]=3)[N:4]=[CH:3][C:2]=2[F:1])[OH:15])(=[O:27])=[O:26])=[CH:29][CH:30]=1, predict the reactants needed to synthesize it. The reactants are: [F:1][C:2]1[CH:3]=[N:4][C:5]2[C:10]([C:11]=1[CH:12]([OH:15])[CH2:13][OH:14])=[N:9][C:8]([O:16][CH3:17])=[CH:7][CH:6]=2.C(N(CC)CC)C.[S:25](Cl)([C:28]1[CH:34]=[CH:33][C:31]([CH3:32])=[CH:30][CH:29]=1)(=[O:27])=[O:26]. (5) The reactants are: N1C(N)=C2C(N=CN2)=NC=1.[CH:11]1[CH:12]=[CH:13][C:14]([CH2:17][C@H:18]([NH2:33])[C:19]([NH:21][C@H:22]([C:30]([NH2:32])=[O:31])[CH2:23][C:24]2[CH:25]=[CH:26][CH:27]=[CH:28][CH:29]=2)=[O:20])=[CH:15][CH:16]=1.C([N:41](C(OC(C)(C)C)=O)[C:42]1[CH:47]=[CH:46][N:45](CC(O)=O)[C:44](=[O:52])[N:43]=1)(OC(C)(C)C)=O. Given the product [NH:45]1[CH:46]=[CH:47][C:42]([NH2:41])=[N:43][C:44]1=[O:52].[CH:11]1[CH:12]=[CH:13][C:14]([CH2:17][C@H:18]([NH2:33])[C:19]([NH:21][C@H:22]([C:30]([NH2:32])=[O:31])[CH2:23][C:24]2[CH:29]=[CH:28][CH:27]=[CH:26][CH:25]=2)=[O:20])=[CH:15][CH:16]=1, predict the reactants needed to synthesize it.